From a dataset of Forward reaction prediction with 1.9M reactions from USPTO patents (1976-2016). Predict the product of the given reaction. (1) The product is: [Br:25][C:6]1[C:5]2[C:9](=[CH:10][C:2]([F:1])=[CH:3][CH:4]=2)[N:8]([C:11]([O:13][C:14]([CH3:17])([CH3:16])[CH3:15])=[O:12])[CH:7]=1. Given the reactants [F:1][C:2]1[CH:10]=[C:9]2[C:5]([CH:6]=[CH:7][N:8]2[C:11]([O:13][C:14]([CH3:17])([CH3:16])[CH3:15])=[O:12])=[CH:4][CH:3]=1.C1C(=O)N([Br:25])C(=O)C1, predict the reaction product. (2) The product is: [CH3:1][N:2]([CH3:6])[CH2:3][CH2:4][O:5][C:10]1[CH:15]=[CH:14][C:13]([NH2:16])=[CH:12][C:11]=1[C:19]([F:20])([F:21])[F:22]. Given the reactants [CH3:1][N:2]([CH3:6])[CH2:3][CH2:4][OH:5].[H-].[Na+].F[C:10]1[CH:15]=[CH:14][C:13]([N+:16]([O-])=O)=[CH:12][C:11]=1[C:19]([F:22])([F:21])[F:20].[Cl-].[NH4+], predict the reaction product. (3) The product is: [CH3:21][O:20][C:14]1[CH:13]=[C:12]([N:7]2[CH2:8][C:9]3[CH:10]=[N:11][C:2]([NH:26][C:25](=[O:32])[O:27][C:28]([CH3:31])([CH3:30])[CH3:29])=[CH:3][C:4]=3[C:5]([CH3:24])([CH3:23])[C:6]2=[O:22])[CH:17]=[C:16]([O:18][CH3:19])[CH:15]=1. Given the reactants Cl[C:2]1[CH:3]=[C:4]2[C:9](=[CH:10][N:11]=1)[CH2:8][N:7]([C:12]1[CH:17]=[C:16]([O:18][CH3:19])[CH:15]=[C:14]([O:20][CH3:21])[CH:13]=1)[C:6](=[O:22])[C:5]2([CH3:24])[CH3:23].[C:25](=[O:32])([O:27][C:28]([CH3:31])([CH3:30])[CH3:29])[NH2:26].CC1(C)C2C=CC=C(P(C3C=CC=CC=3)C3C=CC=CC=3)C=2OC2C1=CC=CC=2P(C1C=CC=CC=1)C1C=CC=CC=1.C(=O)([O-])[O-].[Cs+].[Cs+].N#N, predict the reaction product. (4) Given the reactants [C:1]([O:5][C:6]([NH:8][C:9](=[CH:14][CH2:15][O:16][C@@H:17]([C@@H:26]([CH2:39][C:40]1[CH:45]=[CH:44][C:43]([F:46])=[CH:42][CH:41]=1)[C@@H:27]([O:29][CH2:30][C:31]1[CH:36]=[CH:35][C:34]([O:37][CH3:38])=[CH:33][CH:32]=1)[CH3:28])[CH2:18][CH2:19][C:20]1[CH:25]=[CH:24][CH:23]=[CH:22][CH:21]=1)[C:10]([O:12][CH3:13])=[O:11])=[O:7])([CH3:4])([CH3:3])[CH3:2], predict the reaction product. The product is: [C:1]([O:5][C:6]([NH:8][C@@H:9]([CH2:14][CH2:15][O:16][C@@H:17]([C@@H:26]([CH2:39][C:40]1[CH:45]=[CH:44][C:43]([F:46])=[CH:42][CH:41]=1)[C@@H:27]([O:29][CH2:30][C:31]1[CH:36]=[CH:35][C:34]([O:37][CH3:38])=[CH:33][CH:32]=1)[CH3:28])[CH2:18][CH2:19][C:20]1[CH:25]=[CH:24][CH:23]=[CH:22][CH:21]=1)[C:10]([O:12][CH3:13])=[O:11])=[O:7])([CH3:2])([CH3:3])[CH3:4]. (5) Given the reactants [CH2:1]([O:8][C:9]([N:11]1[C:19]2[C:14](=[CH:15][C:16](B3OC(C)(C)C(C)(C)O3)=[CH:17][CH:18]=2)[CH2:13][CH2:12]1)=[O:10])[C:2]1[CH:7]=[CH:6][CH:5]=[CH:4][CH:3]=1.[CH2:29]([O:31][C:32](=[O:40])[C:33]1[CH:38]=[CH:37][N:36]=[C:35](Cl)[CH:34]=1)[CH3:30].C(=O)([O-])[O-].[Cs+].[Cs+], predict the reaction product. The product is: [CH2:1]([O:8][C:9]([N:11]1[C:19]2[C:14](=[CH:15][C:16]([C:35]3[CH:34]=[C:33]([C:32]([O:31][CH2:29][CH3:30])=[O:40])[CH:38]=[CH:37][N:36]=3)=[CH:17][CH:18]=2)[CH2:13][CH2:12]1)=[O:10])[C:2]1[CH:3]=[CH:4][CH:5]=[CH:6][CH:7]=1. (6) Given the reactants [C:1]([C:5]1[N:19]=[C:8]2[N:9]=[CH:10][C:11]([C:13]#[C:14][Si](C)(C)C)=[CH:12][N:7]2[N:6]=1)([CH3:4])([CH3:3])[CH3:2].[F:20][CH:21]1[C:26]([F:28])(I)[CH:25]=[CH:24][CH:23]=[CH:22]1, predict the reaction product. The product is: [C:1]([C:5]1[N:19]=[C:8]2[N:9]=[CH:10][C:11]([C:13]#[C:14][C:24]3[CH:23]=[CH:22][C:21]([F:20])=[C:26]([F:28])[CH:25]=3)=[CH:12][N:7]2[N:6]=1)([CH3:4])([CH3:3])[CH3:2]. (7) The product is: [N:1]1[CH:2]=[CH:3][C:4]([N:7]2[CH2:8][CH2:9][CH:10]([C:13](=[O:15])[C:29]3[CH:30]=[CH:31][C:26]([O:32][CH3:33])=[CH:27][CH:28]=3)[CH2:11][CH2:12]2)=[CH:5][CH:6]=1. Given the reactants [N:1]1[CH:6]=[CH:5][C:4]([N:7]2[CH2:12][CH2:11][CH:10]([C:13]([OH:15])=O)[CH2:9][CH2:8]2)=[CH:3][CH:2]=1.C(Cl)(=O)C(Cl)=O.[Cl-].[Al+3].[Cl-].[Cl-].[C:26]1([O:32][CH3:33])[CH:31]=[CH:30][CH:29]=[CH:28][CH:27]=1, predict the reaction product. (8) Given the reactants [F:1][C:2]1[C:3]([CH3:16])=[CH:4][C:5]([N:11]2[N:15]=[CH:14][CH:13]=[N:12]2)=[C:6]([CH:10]=1)[C:7]([OH:9])=O.[CH3:17][C@@H:18]1[CH2:23][CH2:22][CH2:21][NH:20][C@@H:19]1[CH2:24][N:25]1C(=O)C2C(=CC=CC=2)C1=O.Cl[C:37]1[CH:42]=[CH:41][C:40]([C:43]([F:46])([F:45])[F:44])=[CH:39][N:38]=1, predict the reaction product. The product is: [F:1][C:2]1[C:3]([CH3:16])=[CH:4][C:5]([N:11]2[N:15]=[CH:14][CH:13]=[N:12]2)=[C:6]([C:7]([N:20]2[CH2:21][CH2:22][CH2:23][C@@H:18]([CH3:17])[C@H:19]2[CH2:24][NH:25][C:37]2[CH:42]=[CH:41][C:40]([C:43]([F:46])([F:45])[F:44])=[CH:39][N:38]=2)=[O:9])[CH:10]=1.